Task: Predict the reaction yield, written as a fraction of the theoretical maximum amount of product (1.0 means a 100% yield; for example, 0.34 means a 34% yield).. Dataset: Reaction yield outcomes from USPTO patents with 853,638 reactions (1) The reactants are OC1C(=O)NN=C(CCC2C=CC=CC=2)C=1.C([O:24][C:25]1[N:26]=[N:27][C:28]([C:39]#[C:40][C:41]2[CH:46]=[CH:45][C:44]([C:47]([F:50])([F:49])[F:48])=[CH:43][C:42]=2[Cl:51])=[CH:29][C:30]=1[O:31]CC1C=CC=CC=1)C1C=CC=CC=1. No catalyst specified. The product is [Cl:51][C:42]1[CH:43]=[C:44]([C:47]([F:49])([F:50])[F:48])[CH:45]=[CH:46][C:41]=1[CH2:40][CH2:39][C:28]1[CH:29]=[C:30]([OH:31])[C:25](=[O:24])[NH:26][N:27]=1. The yield is 0.110. (2) The reactants are [CH3:1][O:2][CH:3]([O:33][C:34]([C:49]1[CH:54]=[CH:53][CH:52]=[CH:51][CH:50]=1)([C:41]1[CH:46]=[CH:45][C:44]([O:47][CH3:48])=[CH:43][CH:42]=1)[C:35]1[CH:40]=[CH:39][CH:38]=[CH:37][CH:36]=1)[CH2:4][CH2:5][CH2:6][NH:7][C:8](=[O:32])[CH2:9][NH:10][C:11](=[O:31])[CH2:12][NH:13]C(OCC1C2C(=CC=CC=2)C2C1=CC=CC=2)=O.N1CCCCC1. The catalyst is C(#N)C. The product is [CH3:1][O:2][CH:3]([O:33][C:34]([C:49]1[CH:54]=[CH:53][CH:52]=[CH:51][CH:50]=1)([C:41]1[CH:46]=[CH:45][C:44]([O:47][CH3:48])=[CH:43][CH:42]=1)[C:35]1[CH:40]=[CH:39][CH:38]=[CH:37][CH:36]=1)[CH2:4][CH2:5][CH2:6][NH:7][C:8](=[O:32])[CH2:9][NH:10][C:11](=[O:31])[CH2:12][NH2:13]. The yield is 0.540.